This data is from Retrosynthesis with 50K atom-mapped reactions and 10 reaction types from USPTO. The task is: Predict the reactants needed to synthesize the given product. (1) Given the product COc1cc2c(Oc3cc(C)c(C)nc3-c3cccnc3)ccnc2cc1OCCCCO, predict the reactants needed to synthesize it. The reactants are: COc1cc2c(Oc3cc(C)c(C)nc3-c3cccnc3)ccnc2cc1O.OCCCCBr. (2) The reactants are: CC(=O)Nc1ncc(S(=O)(=O)Cl)s1.CCOC(=O)CN. Given the product CCOC(=O)CNS(=O)(=O)c1cnc(NC(C)=O)s1, predict the reactants needed to synthesize it. (3) Given the product O=c1[nH]c2ccccc2n1-c1nc(N2CCOCC2)c2sc(CN3CC(N4CCOCC4)C3)cc2n1, predict the reactants needed to synthesize it. The reactants are: Nc1ccccc1Nc1nc(N2CCOCC2)c2sc(CN3CC(N4CCOCC4)C3)cc2n1.O=C(n1ccnc1)n1ccnc1. (4) Given the product C=CCN(CCOc1cccc2ncnc(Nc3ccc(OCc4ccccn4)c(Cl)c3)c12)C(C)=O, predict the reactants needed to synthesize it. The reactants are: C=CCNCCOc1cccc2ncnc(Nc3ccc(OCc4ccccn4)c(Cl)c3)c12.CC(=O)Cl. (5) Given the product CCc1ccc(Cl)cc1-c1cc(Nc2ccc(CCO)cc2)nc(N)n1, predict the reactants needed to synthesize it. The reactants are: CCc1ccc(Cl)cc1-c1cc(Cl)nc(N)n1.Nc1ccc(CCO)cc1. (6) Given the product C[C@H](CO)NCc1ccccc1NC(=O)c1ccc(N2CCCC2)cc1Cl, predict the reactants needed to synthesize it. The reactants are: C[C@H](CO)N=Cc1ccccc1NC(=O)c1ccc(N2CCCC2)cc1Cl. (7) Given the product CCC#CCOc1cc(N2CCCC(C(F)(F)F)C2)ncn1, predict the reactants needed to synthesize it. The reactants are: CCC#CCOc1cc(Cl)ncn1.FC(F)(F)C1CCCNC1.